This data is from Forward reaction prediction with 1.9M reactions from USPTO patents (1976-2016). The task is: Predict the product of the given reaction. Given the reactants [CH3:1][N:2]([CH:21]1[CH:28]2[CH2:29][C:24]3([C:31]([O-:33])=[O:32])[CH2:25][CH:26]([CH2:30][CH:22]1[CH2:23]3)[CH2:27]2)[C:3](=[O:20])[C:4]([N:7]([CH2:18][CH3:19])[S:8]([C:11]1[CH:16]=[CH:15][CH:14]=[CH:13][C:12]=1[CH3:17])(=[O:10])=[O:9])([CH3:6])[CH3:5].C1COCC1.CO.O[Li].O, predict the reaction product. The product is: [CH3:1][N:2]([CH:21]1[CH:22]2[CH2:23][C:24]3([C:31]([OH:33])=[O:32])[CH2:25][CH:26]([CH2:27][CH:28]1[CH2:29]3)[CH2:30]2)[C:3](=[O:20])[C:4]([N:7]([CH2:18][CH3:19])[S:8]([C:11]1[CH:16]=[CH:15][CH:14]=[CH:13][C:12]=1[CH3:17])(=[O:9])=[O:10])([CH3:5])[CH3:6].